Dataset: Catalyst prediction with 721,799 reactions and 888 catalyst types from USPTO. Task: Predict which catalyst facilitates the given reaction. (1) Reactant: [NH2:1][C:2]1[CH:3]=[C:4]2[C:8](=[CH:9][CH:10]=1)[N:7]([CH2:11][C:12]1[CH:17]=[CH:16][C:15]([Cl:18])=[CH:14][CH:13]=1)[C:6]([CH3:19])=[C:5]2[C:20](=[O:32])[C:21]([NH:23][C:24]1[CH:29]=[CH:28][N:27]=[C:26]([O:30][CH3:31])[CH:25]=1)=[O:22].[Cl:33]N1C(=O)CCC1=O. Product: [NH2:1][C:2]1[C:3]([Cl:33])=[C:4]2[C:8](=[CH:9][CH:10]=1)[N:7]([CH2:11][C:12]1[CH:13]=[CH:14][C:15]([Cl:18])=[CH:16][CH:17]=1)[C:6]([CH3:19])=[C:5]2[C:20](=[O:32])[C:21]([NH:23][C:24]1[CH:29]=[CH:28][N:27]=[C:26]([O:30][CH3:31])[CH:25]=1)=[O:22]. The catalyst class is: 42. (2) Reactant: C([NH:8][NH2:9])(OC(C)(C)C)=O.[C:10]([OH:18])(=[O:17])[CH2:11][CH2:12][CH2:13][C:14]([OH:16])=[O:15].FC(F)(F)C(O)=O.C(N)COCCOCCO.C(N(CC)CC)C. Product: [NH2:8][NH2:9].[C:10]([OH:18])(=[O:17])[CH2:11][CH2:12][CH2:13][C:14]([OH:16])=[O:15]. The catalyst class is: 4. (3) Reactant: [C:1]1([C:3](=[CH:5][CH:6]=[CH:7][CH:8]=1)[OH:4])[OH:2].[O-]CCCC.[Hf+4:14].[O-]CCCC.[O-]CCCC.[O-]CCCC. Product: [C:1]1([C:3](=[CH:5][CH:6]=[CH:7][CH:8]=1)[O-:4])[O-:2].[Hf+4:14].[C:1]1([C:3](=[CH:5][CH:6]=[CH:7][CH:8]=1)[O-:4])[O-:2]. The catalyst class is: 11. (4) Reactant: C(Cl)(=O)C([Cl:4])=O.[ClH:7].[N:8]1[CH:13]=[CH:12][C:11]([C:14]2[CH:23]=[C:22]([C:24](O)=[O:25])[C:21]3[C:16](=[CH:17][CH:18]=[CH:19][CH:20]=3)[N:15]=2)=[CH:10][CH:9]=1. Product: [ClH:4].[N:8]1[CH:13]=[CH:12][C:11]([C:14]2[CH:23]=[C:22]([C:24]([Cl:7])=[O:25])[C:21]3[C:16](=[CH:17][CH:18]=[CH:19][CH:20]=3)[N:15]=2)=[CH:10][CH:9]=1. The catalyst class is: 2. (5) Reactant: [CH3:1][S:2]([N:5]1[C:17]2[C:12](=[CH:13][C:14]([Cl:18])=[CH:15][CH:16]=2)[C:7]2([CH2:11][CH2:10][NH:9][CH2:8]2)[CH2:6]1)(=[O:4])=[O:3].C(N(C(C)C)CC)(C)C.[Cl:28][C:29]1[CH:38]=[CH:37][C:32]([CH:33]=[CH:34][CH2:35]Cl)=[CH:31][CH:30]=1. Product: [CH3:1][S:2]([N:5]1[C:17]2[C:12](=[CH:13][C:14]([Cl:18])=[CH:15][CH:16]=2)[C:7]2([CH2:11][CH2:10][N:9]([CH2:35]/[CH:34]=[CH:33]/[C:32]3[CH:37]=[CH:38][C:29]([Cl:28])=[CH:30][CH:31]=3)[CH2:8]2)[CH2:6]1)(=[O:4])=[O:3]. The catalyst class is: 115. (6) Reactant: [SH:1][CH2:2][C:3]([O:5][CH3:6])=[O:4].[C:7]1([C:13]([C:21]2[CH:26]=[CH:25][CH:24]=[CH:23][CH:22]=2)([C:15]2[CH:20]=[CH:19][CH:18]=[CH:17][CH:16]=2)O)[CH:12]=[CH:11][CH:10]=[CH:9][CH:8]=1.FC(F)(F)C(O)=O. Product: [CH3:6][O:5][C:3](=[O:4])[CH2:2][S:1][C:13]([C:7]1[CH:12]=[CH:11][CH:10]=[CH:9][CH:8]=1)([C:21]1[CH:22]=[CH:23][CH:24]=[CH:25][CH:26]=1)[C:15]1[CH:16]=[CH:17][CH:18]=[CH:19][CH:20]=1. The catalyst class is: 22. (7) Reactant: [CH3:1][N:2]([C:7]1[CH:12]=[CH:11][C:10]([C:13]2[N:21]3[C:16]([CH2:17][CH2:18][CH2:19][C:20]3=[O:22])=[C:15]([CH3:23])[CH:14]=2)=[CH:9][CH:8]=1)[C:3](=[O:6])[CH:4]=[CH2:5].[NH:24]1[CH2:29][CH2:28][CH2:27][CH2:26][CH2:25]1. Product: [CH3:1][N:2]([C:7]1[CH:8]=[CH:9][C:10]([C:13]2[N:21]3[C:16]([CH2:17][CH2:18][CH2:19][C:20]3=[O:22])=[C:15]([CH3:23])[CH:14]=2)=[CH:11][CH:12]=1)[C:3](=[O:6])[CH2:4][CH2:5][N:24]1[CH2:29][CH2:28][CH2:27][CH2:26][CH2:25]1. The catalyst class is: 11. (8) Reactant: [C:1]([NH:6][CH2:7][CH2:8][NH2:9])(=[O:5])[C:2]([CH3:4])=[CH2:3].[ClH:10]. Product: [ClH:10].[C:1]([NH:6][CH2:7][CH2:8][NH2:9])(=[O:5])[C:2]([CH3:4])=[CH2:3]. The catalyst class is: 13. (9) Reactant: [C:1]([O:20]C)(=[O:19])[CH2:2][CH2:3][CH2:4][CH2:5][CH2:6][CH2:7][CH2:8]/[CH:9]=[CH:10]\[C:11]#[C:12][CH2:13][CH2:14][CH2:15][CH2:16][CH2:17][CH3:18].[OH-].[Na+]. Product: [C:1]([OH:20])(=[O:19])[CH2:2][CH2:3][CH2:4][CH2:5][CH2:6][CH2:7][CH2:8]/[CH:9]=[CH:10]\[C:11]#[C:12][CH2:13][CH2:14][CH2:15][CH2:16][CH2:17][CH3:18]. The catalyst class is: 5.